From a dataset of NCI-60 drug combinations with 297,098 pairs across 59 cell lines. Regression. Given two drug SMILES strings and cell line genomic features, predict the synergy score measuring deviation from expected non-interaction effect. (1) Drug 1: CCC1(CC2CC(C3=C(CCN(C2)C1)C4=CC=CC=C4N3)(C5=C(C=C6C(=C5)C78CCN9C7C(C=CC9)(C(C(C8N6C=O)(C(=O)OC)O)OC(=O)C)CC)OC)C(=O)OC)O.OS(=O)(=O)O. Drug 2: CN(CCCl)CCCl.Cl. Cell line: HCC-2998. Synergy scores: CSS=16.5, Synergy_ZIP=-5.82, Synergy_Bliss=3.44, Synergy_Loewe=-0.0636, Synergy_HSA=2.06. (2) Drug 1: C1=C(C(=O)NC(=O)N1)F. Drug 2: N.N.Cl[Pt+2]Cl. Cell line: DU-145. Synergy scores: CSS=36.1, Synergy_ZIP=-0.812, Synergy_Bliss=-2.53, Synergy_Loewe=-5.03, Synergy_HSA=-1.84. (3) Drug 1: C1CCC(CC1)NC(=O)N(CCCl)N=O. Drug 2: CC1CCCC2(C(O2)CC(NC(=O)CC(C(C(=O)C(C1O)C)(C)C)O)C(=CC3=CSC(=N3)C)C)C. Cell line: COLO 205. Synergy scores: CSS=29.1, Synergy_ZIP=1.16, Synergy_Bliss=4.32, Synergy_Loewe=-0.289, Synergy_HSA=1.33. (4) Drug 1: CN1CCC(CC1)COC2=C(C=C3C(=C2)N=CN=C3NC4=C(C=C(C=C4)Br)F)OC. Drug 2: C1=NC(=NC(=O)N1C2C(C(C(O2)CO)O)O)N. Cell line: SK-MEL-2. Synergy scores: CSS=9.71, Synergy_ZIP=-3.37, Synergy_Bliss=3.90, Synergy_Loewe=-7.77, Synergy_HSA=1.27. (5) Drug 1: C1=NC(=NC(=O)N1C2C(C(C(O2)CO)O)O)N. Drug 2: CC1C(C(CC(O1)OC2CC(OC(C2O)C)OC3=CC4=CC5=C(C(=O)C(C(C5)C(C(=O)C(C(C)O)O)OC)OC6CC(C(C(O6)C)O)OC7CC(C(C(O7)C)O)OC8CC(C(C(O8)C)O)(C)O)C(=C4C(=C3C)O)O)O)O. Cell line: SW-620. Synergy scores: CSS=55.2, Synergy_ZIP=-3.30, Synergy_Bliss=0.326, Synergy_Loewe=-1.08, Synergy_HSA=0.309. (6) Drug 2: CC1C(C(=O)NC(C(=O)N2CCCC2C(=O)N(CC(=O)N(C(C(=O)O1)C(C)C)C)C)C(C)C)NC(=O)C3=C4C(=C(C=C3)C)OC5=C(C(=O)C(=C(C5=N4)C(=O)NC6C(OC(=O)C(N(C(=O)CN(C(=O)C7CCCN7C(=O)C(NC6=O)C(C)C)C)C)C(C)C)C)N)C. Drug 1: CNC(=O)C1=CC=CC=C1SC2=CC3=C(C=C2)C(=NN3)C=CC4=CC=CC=N4. Synergy scores: CSS=1.46, Synergy_ZIP=10.8, Synergy_Bliss=15.4, Synergy_Loewe=11.5, Synergy_HSA=11.2. Cell line: M14. (7) Drug 1: CN1C(=O)N2C=NC(=C2N=N1)C(=O)N. Drug 2: CC1CCCC2(C(O2)CC(NC(=O)CC(C(C(=O)C(C1O)C)(C)C)O)C(=CC3=CSC(=N3)C)C)C. Cell line: NCIH23. Synergy scores: CSS=45.5, Synergy_ZIP=3.82, Synergy_Bliss=2.60, Synergy_Loewe=-33.4, Synergy_HSA=2.92.